Dataset: Forward reaction prediction with 1.9M reactions from USPTO patents (1976-2016). Task: Predict the product of the given reaction. (1) Given the reactants [S:1]1[C:5]2[CH:6]=[C:7]([OH:10])[CH:8]=[CH:9][C:4]=2[CH:3]=[N:2]1.CN(C)C=O.C(=O)([O-])[O-].[K+].[K+].[Cl:22][C:23]1[CH:28]=[C:27]([N+:29]([O-])=O)[CH:26]=[CH:25][C:24]=1F, predict the reaction product. The product is: [S:1]1[C:5]2[CH:6]=[C:7]([O:10][C:24]3[CH:25]=[CH:26][C:27]([NH2:29])=[CH:28][C:23]=3[Cl:22])[CH:8]=[CH:9][C:4]=2[CH:3]=[N:2]1. (2) The product is: [S:1]1[C:2]2[CH:12]=[CH:11][CH:10]=[CH:9][C:3]=2[C:4]([CH2:6][CH2:7][NH:8][CH2:24][CH:25]2[O:39][C:29]3=[C:30]4[C:35](=[CH:36][CH:37]=[C:28]3[O:27][CH2:26]2)[N:34]=[C:33]([CH3:38])[CH:32]=[CH:31]4)=[CH:5]1. Given the reactants [S:1]1[CH:5]=[C:4]([CH2:6][CH2:7][NH2:8])[C:3]2[CH:9]=[CH:10][CH:11]=[CH:12][C:2]1=2.BrC1C=CC(S(O[CH2:24][C@@H:25]2[O:39][C:29]3=[C:30]4[C:35](=[CH:36][CH:37]=[C:28]3[O:27][CH2:26]2)[N:34]=[C:33]([CH3:38])[CH:32]=[CH:31]4)(=O)=O)=CC=1.C(=O)(O)[O-].[Na+], predict the reaction product. (3) Given the reactants [Cl:1][C:2]1[CH:3]=[C:4]([C:14](=O)[CH3:15])[CH:5]=[CH:6][C:7]=1[O:8][CH2:9][C:10]([F:13])([F:12])[CH3:11].[CH3:17][C:18]([S@:21]([NH2:23])=[O:22])([CH3:20])[CH3:19], predict the reaction product. The product is: [Cl:1][C:2]1[CH:3]=[C:4]([CH:14]([NH:23][S@@:21]([C:18]([CH3:20])([CH3:19])[CH3:17])=[O:22])[CH3:15])[CH:5]=[CH:6][C:7]=1[O:8][CH2:9][C:10]([F:13])([F:12])[CH3:11]. (4) Given the reactants [F:1][C:2]1[CH:3]=[CH:4][C:5]([N:10]=[C:11]2[CH2:15][CH2:14][CH2:13][N:12]2[CH2:16][C:17]2[CH:22]=[CH:21][CH:20]=[CH:19][CH:18]=2)=[C:6]([CH:9]=1)[C:7]#[N:8].C[Si](C)(C)N[Si](C)(C)C.[Na].[Cl-:33].[Na+].O, predict the reaction product. The product is: [ClH:33].[CH2:16]([N:12]1[C:11]2=[N:10][C:5]3[C:6]([C:7]([NH2:8])=[C:15]2[CH2:14][CH2:13]1)=[CH:9][C:2]([F:1])=[CH:3][CH:4]=3)[C:17]1[CH:22]=[CH:21][CH:20]=[CH:19][CH:18]=1. (5) Given the reactants CN(C=[O:5])C.O.[CH2:7]([O:14][C:15]1[CH:20]=[CH:19][CH:18]=[C:17]([O:21][CH2:22][CH2:23][CH2:24][CH:25]=[CH2:26])[CH:16]=1)[C:8]1[CH:13]=[CH:12][CH:11]=[CH:10][CH:9]=1.Cl, predict the reaction product. The product is: [CH2:7]([O:14][C:15]1[CH:16]=[C:17]([CH:18]=[CH:19][CH:20]=1)[O:21][CH2:22][CH2:23][CH2:24][C:25](=[O:5])[CH3:26])[C:8]1[CH:9]=[CH:10][CH:11]=[CH:12][CH:13]=1. (6) Given the reactants [CH2:1](O)[CH2:2][CH2:3][CH2:4][CH2:5][CH2:6]C.[C:9]([O:13][CH3:14])(=[O:12])[CH:10]=[CH2:11].C(OOC(C)(C)C)(C)(C)C, predict the reaction product. The product is: [CH3:1][CH2:2][CH2:3][CH2:4][CH2:5][CH2:6][CH:14]1[O:13][C:9](=[O:12])[CH2:10][CH2:11]1. (7) Given the reactants [NH2:1][CH2:2][CH2:3][CH:4]1[O:8][CH2:7][CH2:6][O:5]1.ClC([C:13]([C:15]1[NH:16][C:17]([Br:21])=[C:18]([Br:20])[CH:19]=1)=[O:14])(Cl)Cl, predict the reaction product. The product is: [Br:20][C:18]1[CH:19]=[C:15]([C:13]([NH:1][CH2:2][CH2:3][CH:4]2[O:8][CH2:7][CH2:6][O:5]2)=[O:14])[NH:16][C:17]=1[Br:21].